Dataset: Forward reaction prediction with 1.9M reactions from USPTO patents (1976-2016). Task: Predict the product of the given reaction. Given the reactants [C:1]([C:3]1([C:6]2[CH:7]=[C:8]([CH:36]=[CH:37][CH:38]=2)[C:9]([NH:11][C:12]2[CH:13]=[C:14]([CH:33]=[CH:34][CH:35]=2)[O:15][C:16]2[CH:17]=[CH:18][C:19]3[N:20]([CH:22]=[C:23]([NH:25][C:26]([CH:28]4[CH2:32][CH2:31][NH:30][CH2:29]4)=[O:27])[N:24]=3)[N:21]=2)=[O:10])[CH2:5][CH2:4]1)#[N:2].C=O.[C:41]([BH-](C#N)C#N)#N.[Na+].C(O)(=O)C, predict the reaction product. The product is: [C:1]([C:3]1([C:6]2[CH:7]=[C:8]([CH:36]=[CH:37][CH:38]=2)[C:9]([NH:11][C:12]2[CH:13]=[C:14]([CH:33]=[CH:34][CH:35]=2)[O:15][C:16]2[CH:17]=[CH:18][C:19]3[N:20]([CH:22]=[C:23]([NH:25][C:26]([CH:28]4[CH2:32][CH2:31][N:30]([CH3:41])[CH2:29]4)=[O:27])[N:24]=3)[N:21]=2)=[O:10])[CH2:4][CH2:5]1)#[N:2].